Dataset: NCI-60 drug combinations with 297,098 pairs across 59 cell lines. Task: Regression. Given two drug SMILES strings and cell line genomic features, predict the synergy score measuring deviation from expected non-interaction effect. (1) Drug 1: CC(C1=C(C=CC(=C1Cl)F)Cl)OC2=C(N=CC(=C2)C3=CN(N=C3)C4CCNCC4)N. Drug 2: C1CC(=O)NC(=O)C1N2CC3=C(C2=O)C=CC=C3N. Cell line: SF-295. Synergy scores: CSS=14.2, Synergy_ZIP=-5.85, Synergy_Bliss=-6.14, Synergy_Loewe=-16.9, Synergy_HSA=-3.83. (2) Drug 1: C1=C(C(=O)NC(=O)N1)N(CCCl)CCCl. Drug 2: CCCS(=O)(=O)NC1=C(C(=C(C=C1)F)C(=O)C2=CNC3=C2C=C(C=N3)C4=CC=C(C=C4)Cl)F. Cell line: SK-MEL-28. Synergy scores: CSS=34.2, Synergy_ZIP=-3.55, Synergy_Bliss=-0.858, Synergy_Loewe=-8.86, Synergy_HSA=1.20.